This data is from Experimentally validated miRNA-target interactions with 360,000+ pairs, plus equal number of negative samples. The task is: Binary Classification. Given a miRNA mature sequence and a target amino acid sequence, predict their likelihood of interaction. (1) The protein sequence of the target gene is MRLPRRVEDAAELRKNLKPLLEKRRRARINESLSQLKGLVLPLLGAETSRSSKLEKADILEMTVRFLQEQPATLYSSAAPGPLNSYLEGYRACLARLARVLPACSVLEPAVSARLLEHLRQRTVSDDSPSLTLPPAPAPAPSPPVPPPGSSGLWRPW. Result: 0 (no interaction). The miRNA is hsa-miR-4263 with sequence AUUCUAAGUGCCUUGGCC. (2) The miRNA is hsa-miR-548s with sequence AUGGCCAAAACUGCAGUUAUUUU. The protein sequence of the target gene is MAAVLGALGATRRLLAALRGQSLGLAAMSSGTHRLTAEERNQAILDLKAAGWSELSERDAIYKEFSFHNFNQAFGFMSRVALQAEKMNHHPEWFNVYNKVQITLTSHDCGELTKKDVKLAKFIEKAAASV. Result: 1 (interaction). (3) The protein sequence of the target gene is MVVTTSARGGGGDRTPSRRRGCGLAPAGAAALLAGASCLCYGRSLQGEFVHDDVWAIVNNPDVRPGAPLRWGIFTNDFWGKGMAENTSHKSYRPLCVLTFKLNIFLTGMNPFYFHAVNIILHCLVTLVLMYTCDKTVFKNRGLAFVTALLFAVHPIHTEAVAGIVGRADVLACLLFLLAFLSYNRSLDQGCVGGSFPSTVSPFFLLLSLFLGTCAMLVKETGITVFGVCLVYDLFSLSNKQDKSSNGALCPRSPQQPGSPQPSSLPGHPHRENGKQQRFPHKGAWGGCHSPLPPEPKSSG.... The miRNA is hsa-miR-19b-3p with sequence UGUGCAAAUCCAUGCAAAACUGA. Result: 1 (interaction). (4) The miRNA is hsa-miR-6836-5p with sequence CGCAGGGCCCUGGCGCAGGCAU. The protein sequence of the target gene is MAGQFRSYVWDPLLILSQIVLMQTVYYGSLGLWLALVDGLVRSSPSLDQMFDAEILGFSTPPGRLSMMSFILNALTCALGLLYFIRRGKQCLDFTVTVHFFHLLGCWFYSSRFPSALTWWLVQAVCIALMAVIGEYLCMRTELKEIPLNSAPKSNV. Result: 0 (no interaction). (5) The miRNA is hsa-miR-485-5p with sequence AGAGGCUGGCCGUGAUGAAUUC. The protein sequence of the target gene is MMSDASDMLAAALEQMDGIIAGSKALEYSNGIFDCQSPTSPFMGSLRALHLVEDLRGLLEMMETDEKEGLRCQIPDSTAETLVEWLQSQMTNGHLPGNGDVYQERLARLENDKESLVLQVSVLTDQVEAQGEKIRDLEFCLEEHREKVNATEEMLQQELLSRTSLETQKLDLMAEISNLKLKLTAVEKDRLDYEDKFRDTEGLIQEINDLRLKVSEMDSERLQYEKKLKSTKSLMAKLSSMKIKVGQMQYEKQRMEQKWESLKDELASLKEQLEEKESEVKRLQEKLVCKMKGEGVEIVD.... Result: 1 (interaction). (6) The miRNA is mmu-miR-380-3p with sequence UAUGUAGUAUGGUCCACAUCUU. The protein sequence of the target gene is MPAPGQGPRGPLLSMPGRRGALREPADFGSSLGAVLALLLLLLPACCPVRAQNDTEPIVLEGKCLVVCDSSPSGDGAVTSSLGISVRSGSAKVAFSATRSTNHEPSEMSNRTMTIYFDQVLVNIGNHFDLASSIFVAPRKGIYSFSFHVVKVYNRQTIQVSLMQNGYPVISAFAGDQDVTREAASNGVLLLMEREDKVHLKLERGNLMGGWKYSTFSGFLVFPL. Result: 0 (no interaction). (7) The miRNA is mmu-miR-3969 with sequence CCCUAAAGUAGAAAUCACUA. The protein sequence of the target gene is MDLAAIYKSLLSLSPELPSDLGETESSTSWASSGPWSLSSSDSSLPEVAARLPGRSTSLVEGRSCGWVPPPPGFAPLAPRPSSDWSPSPTSPTATPTTSSRYKTELCRTFSESGRCRYGAKCQFAHGLGELRQASRHPKYKTELCHKFYLQGRCPYGSRCHFIHNPSEDLAAPGHPHVLRQSISFSGLPSGRRTSPPPASLAGPSVSSWSFSPSSSPPPPPGDLLLSPSAFSAAPGHLCRRDPTPACCPSCRRATPNSVWGPVGGLARSPSAHSLGSDPDEYASSGTSLGGSDSPVFEAG.... Result: 0 (no interaction). (8) The miRNA is hsa-miR-149-5p with sequence UCUGGCUCCGUGUCUUCACUCCC. The protein sequence of the target gene is MATPAVPVSAPPATPTPVPAAAPASVPAPTPAPAAAPVPAAAPASSSDPAAAAAATAAPGQTPASAQAPAQTPAPALPGPALPGPFPGGRVVRLHPVILASIVDSYERRNEGAARVIGTLLGTVDKHSVEVTNCFSVPHNESEDEVAVDMEFAKNMYELHKKVSPNELILGWYATGHDITEHSVLIHEYYSREAPNPIHLTVDTSLQNGRMSIKAYVSTLMGVPGRTMGVMFTPLTVKYAYYDTERIGVDLIMKTCFSPNRVIGLSSDLQQVGGASARIQDALSTVLQYAEDVLSGKVSA.... Result: 1 (interaction). (9) The miRNA is hsa-miR-3668 with sequence AAUGUAGAGAUUGAUCAAAAU. The protein sequence of the target gene is MLRKGCCVELLLLLVAAELPLGGGCPRDCVCYPAPMTVSCQAHNFAAIPEGIPVDSERVFLQNNRIGLLQPGHFSPAMVTLWIYSNNITYIHPSTFEGFVHLEELDLGDNRQLRTLAPETFQGLVKLHALYLYKCGLSALPAGVFGGLHSLQYLYLQDNHIEYLQDDIFVDLVNLSHLFLHGNKLWSLGPGTFRGLVNLDRLLLHENQLQWVHHKAFHDLRRLTTLFLFNNSLSELQGECLAPLGALEFLRLNGNPWDCGCRARSLWEWLQRFRGSSSAVPCVSPGLRHGQDLKLLRAED.... Result: 1 (interaction). (10) The miRNA is hsa-miR-1301-3p with sequence UUGCAGCUGCCUGGGAGUGACUUC. The protein sequence of the target gene is MSLVTVPFYQKRHRHFDQSYRNIQTRYLLDEYASKKRASTQASSQKSLSQRSSSQRASSQTSLGGTICRVCAKRVSTQEDEEQENRSRYQSLVAAYGEAKRQRFLSELAHLEEDVHLARSQARDKLDKYAIQQMMEDKLAWERHTFEERISRAPEILVRLRSHTVWERMSVKLCFTVQGFPTPVVQWYKDGSLICQAAEPGKYRIESNYGVHTLEINRADFDDTATYSAVATNAHGQVSTNAAVVVRRFRGDEEPFRSVGLPIGLPLSSMIPYTHFDVQFLEKFGVTFRREGETVTLKCT.... Result: 0 (no interaction).